From a dataset of Full USPTO retrosynthesis dataset with 1.9M reactions from patents (1976-2016). Predict the reactants needed to synthesize the given product. (1) Given the product [CH3:20][O:19][C:14]1[CH:15]=[C:16]2[C:11](=[CH:12][C:13]=1[O:21][CH3:22])[N:10]=[C:9]([NH:8][C@@H:2]1[CH2:3][C@@H:4]3[CH2:7][C@H:1]1[CH2:6][C@H:5]3[OH:24])[CH:18]=[N:17]2, predict the reactants needed to synthesize it. The reactants are: [C@H:1]12[CH2:7][C@H:4]([CH2:5][CH2:6]1)[CH2:3][C@H:2]2[NH:8][C:9]1[CH:18]=[N:17][C:16]2[C:11](=[CH:12][C:13]([O:21][CH3:22])=[C:14]([O:19][CH3:20])[CH:15]=2)[N:10]=1.C[OH:24]. (2) Given the product [OH:12][C:5]1[CH:4]=[CH:3][C:2]([NH:1][C:13](=[O:33])[CH2:14][CH2:15][CH2:16]/[CH:17]=[CH:18]\[CH2:19]/[CH:20]=[CH:21]\[CH2:22]/[CH:23]=[CH:24]\[CH2:25]/[CH:26]=[CH:27]\[CH2:28][CH2:29][CH2:30][CH2:31][CH3:32])=[CH:11][C:6]=1[C:7]([O:9][CH3:10])=[O:8], predict the reactants needed to synthesize it. The reactants are: [NH2:1][C:2]1[CH:3]=[CH:4][C:5]([OH:12])=[C:6]([CH:11]=1)[C:7]([O:9][CH3:10])=[O:8].[C:13](O)(=[O:33])[CH2:14][CH2:15][CH2:16]/[CH:17]=[CH:18]\[CH2:19]/[CH:20]=[CH:21]\[CH2:22]/[CH:23]=[CH:24]\[CH2:25]/[CH:26]=[CH:27]\[CH2:28][CH2:29][CH2:30][CH2:31][CH3:32].CCN=C=NCCCN(C)C.CN(C1C=CC=CN=1)C. (3) The reactants are: C([Si](C)(C)[O:6][C:7]1[CH:12]=[CH:11][C:10]([C:13]2[CH:17]=[C:16]([C:18]([NH2:20])=[O:19])[O:15][N:14]=2)=[CH:9][CH:8]=1)(C)(C)C.C([O-])([O-])=O.[K+].[K+].C1OCCOCCOCCOCCOCCOC1.[F-].[K+].[Cl:49][C:50]1[CH:57]=[CH:56][CH:55]=[CH:54][C:51]=1[CH2:52]Cl. Given the product [Cl:49][C:50]1[CH:57]=[CH:56][CH:55]=[CH:54][C:51]=1[CH2:52][O:6][C:7]1[CH:8]=[CH:9][C:10]([C:13]2[CH:17]=[C:16]([C:18]([NH2:20])=[O:19])[O:15][N:14]=2)=[CH:11][CH:12]=1, predict the reactants needed to synthesize it. (4) The reactants are: CO/[CH:3]=[CH:4]/[C:5](=O)[CH:6]([CH3:8])[CH3:7].[C:10]([CH2:12][C:13]([NH:15][C:16]1[CH:21]=[CH:20][C:19]([F:22])=[CH:18][CH:17]=1)=[O:14])#[N:11].N12CCN(CC1)CC2.COCCOCCO. Given the product [F:22][C:19]1[CH:18]=[CH:17][C:16]([N:15]2[C:5]([CH:6]([CH3:8])[CH3:7])=[CH:4][CH:3]=[C:12]([C:10]#[N:11])[C:13]2=[O:14])=[CH:21][CH:20]=1, predict the reactants needed to synthesize it. (5) Given the product [CH2:1]([O:3][C:4](=[O:33])[C@H:5]([CH2:31][O:32][S:40]([C:37]1[CH:38]=[CH:39][C:34]([CH3:44])=[CH:35][CH:36]=1)(=[O:42])=[O:41])[CH2:6][C@H:7]([NH:23][C:24]([O:26][C:27]([CH3:29])([CH3:28])[CH3:30])=[O:25])[CH2:8][C:9]1[CH:14]=[CH:13][C:12]([C:15]2[CH:20]=[C:19]([Cl:21])[CH:18]=[CH:17][C:16]=2[F:22])=[CH:11][CH:10]=1)[CH3:2], predict the reactants needed to synthesize it. The reactants are: [CH2:1]([O:3][C:4](=[O:33])[C@H:5]([CH2:31][OH:32])[CH2:6][C@H:7]([NH:23][C:24]([O:26][C:27]([CH3:30])([CH3:29])[CH3:28])=[O:25])[CH2:8][C:9]1[CH:14]=[CH:13][C:12]([C:15]2[CH:20]=[C:19]([Cl:21])[CH:18]=[CH:17][C:16]=2[F:22])=[CH:11][CH:10]=1)[CH3:2].[C:34]1([CH3:44])[CH:39]=[CH:38][C:37]([S:40](Cl)(=[O:42])=[O:41])=[CH:36][CH:35]=1.CCN(CC)CC.